This data is from Reaction yield outcomes from USPTO patents with 853,638 reactions. The task is: Predict the reaction yield, written as a fraction of the theoretical maximum amount of product (1.0 means a 100% yield; for example, 0.34 means a 34% yield). (1) The reactants are [Cl-].O[NH3+:3].[C:4](=[O:7])([O-])[OH:5].[Na+].CS(C)=O.[CH:13]1([CH2:16][O:17][C:18]2[N:23]=[CH:22][C:21]([C:24]3[C:29](=[O:30])[N:28]([CH2:31][C:32]4[CH:37]=[CH:36][C:35]([C:38]5[C:39]([C:44]#[N:45])=[CH:40][CH:41]=[CH:42][CH:43]=5)=[CH:34][C:33]=4[F:46])[C:27]([CH2:47][CH2:48][CH3:49])=[N:26][C:25]=3[CH3:50])=[CH:20][CH:19]=2)[CH2:15][CH2:14]1. The catalyst is C(OCC)(=O)C. The product is [CH:13]1([CH2:16][O:17][C:18]2[N:23]=[CH:22][C:21]([C:24]3[C:29](=[O:30])[N:28]([CH2:31][C:32]4[CH:37]=[CH:36][C:35]([C:38]5[CH:43]=[CH:42][CH:41]=[CH:40][C:39]=5[C:44]5[NH:3][C:4](=[O:7])[O:5][N:45]=5)=[CH:34][C:33]=4[F:46])[C:27]([CH2:47][CH2:48][CH3:49])=[N:26][C:25]=3[CH3:50])=[CH:20][CH:19]=2)[CH2:15][CH2:14]1. The yield is 0.600. (2) The reactants are [CH3:1][C:2]1[N:6]2[CH:7]=[CH:8][CH:9]=[C:10]([C:11](=[CH2:22])[C:12]([O:14]CC3C=CC=CC=3)=[O:13])[C:5]2=[N:4][N:3]=1. The catalyst is [Pd].CO. The product is [CH3:1][C:2]1[N:6]2[CH:7]=[CH:8][CH:9]=[C:10]([CH:11]([CH3:22])[C:12]([OH:14])=[O:13])[C:5]2=[N:4][N:3]=1. The yield is 0.770. (3) The reactants are [C:1]([O:5][C:6](=[O:21])[N:7]([CH2:11][C:12]1[CH:17]=[CH:16][C:15]([Cl:18])=[C:14]([CH:19]=O)[CH:13]=1)[CH:8]1[CH2:10][CH2:9]1)([CH3:4])([CH3:3])[CH3:2].[CH:22]1([NH2:25])[CH2:24][CH2:23]1.[BH4-].[Na+]. The catalyst is CO. The product is [C:1]([O:5][C:6](=[O:21])[N:7]([CH2:11][C:12]1[CH:17]=[CH:16][C:15]([Cl:18])=[C:14]([CH2:19][NH:25][CH:22]2[CH2:24][CH2:23]2)[CH:13]=1)[CH:8]1[CH2:10][CH2:9]1)([CH3:4])([CH3:3])[CH3:2]. The yield is 0.540. (4) The reactants are [C:1]([O:5][C:6]([N:8]1[CH2:13][CH:12]2[C:10]([C:14]3[CH:19]=[CH:18][C:17](Br)=[CH:16][CH:15]=3)([CH2:11]2)[CH2:9]1)=[O:7])([CH3:4])([CH3:3])[CH3:2].CC(C)([O-])C.[Na+].[F:27][C:28]([F:39])([F:38])[C:29]1[N:33]2[CH2:34][CH2:35][NH:36][CH2:37][C:32]2=[N:31][N:30]=1. The catalyst is C1(C)C=CC=CC=1.C1C=CC(/C=C/C(/C=C/C2C=CC=CC=2)=O)=CC=1.C1C=CC(/C=C/C(/C=C/C2C=CC=CC=2)=O)=CC=1.C1C=CC(/C=C/C(/C=C/C2C=CC=CC=2)=O)=CC=1.[Pd].[Pd].C1C=CC(P(C2C(C3C(P(C4C=CC=CC=4)C4C=CC=CC=4)=CC=C4C=3C=CC=C4)=C3C(C=CC=C3)=CC=2)C2C=CC=CC=2)=CC=1. The product is [C:1]([O:5][C:6]([N:8]1[CH2:13][CH:12]2[C:10]([C:14]3[CH:19]=[CH:18][C:17]([N:36]4[CH2:35][CH2:34][N:33]5[C:29]([C:28]([F:39])([F:27])[F:38])=[N:30][N:31]=[C:32]5[CH2:37]4)=[CH:16][CH:15]=3)([CH2:11]2)[CH2:9]1)=[O:7])([CH3:4])([CH3:3])[CH3:2]. The yield is 0.620.